The task is: Predict which catalyst facilitates the given reaction.. This data is from Catalyst prediction with 721,799 reactions and 888 catalyst types from USPTO. (1) Reactant: [NH2:1][C:2]1[CH:3]=[C:4]([C:9]([N:11]2[CH2:16][CH2:15][CH:14]([C:17]3[CH:22]=[CH:21][C:20]([C:23]4[CH:24]=[N:25][N:26]([CH3:28])[CH:27]=4)=[CH:19][CH:18]=3)[CH2:13][CH2:12]2)=[O:10])[CH:5]=[CH:6][C:7]=1[CH3:8].C(N(CC)CC)C.[CH:36]1([C:39](Cl)=[O:40])[CH2:38][CH2:37]1. Product: [CH3:8][C:7]1[CH:6]=[CH:5][C:4]([C:9]([N:11]2[CH2:16][CH2:15][CH:14]([C:17]3[CH:22]=[CH:21][C:20]([C:23]4[CH:24]=[N:25][N:26]([CH3:28])[CH:27]=4)=[CH:19][CH:18]=3)[CH2:13][CH2:12]2)=[O:10])=[CH:3][C:2]=1[NH:1][C:39]([CH:36]1[CH2:38][CH2:37]1)=[O:40]. The catalyst class is: 2. (2) Reactant: [F:1][C:2]1[CH:7]=[CH:6][CH:5]=[CH:4][C:3]=1[C:8]1[N:9]=[C:10]([CH2:28][N:29](C)[C:30](=O)OC(C)(C)C)[S:11][C:12]=1[S:13]([C:16]1[CH:21]=[CH:20][CH:19]=[C:18]([N:22]2[CH2:26][CH2:25][CH2:24][C:23]2=[O:27])[CH:17]=1)(=[O:15])=[O:14].C(OCC)(=O)C.[ClH:44]. Product: [ClH:44].[F:1][C:2]1[CH:7]=[CH:6][CH:5]=[CH:4][C:3]=1[C:8]1[N:9]=[C:10]([CH2:28][NH:29][CH3:30])[S:11][C:12]=1[S:13]([C:16]1[CH:17]=[C:18]([N:22]2[CH2:26][CH2:25][CH2:24][C:23]2=[O:27])[CH:19]=[CH:20][CH:21]=1)(=[O:15])=[O:14]. The catalyst class is: 8. (3) Reactant: [CH2:1]([O:3][C:4]([C:6]1[C:10]([C:11]#[CH:12])=[CH:9][S:8][C:7]=1[NH:13]C(OC(C)(C)C)=O)=[O:5])[CH3:2].N1C(C)=CC=CC=1C.FC(F)(F)S(O[Si](C(C)(C)C)(C)C)(=O)=O.[F-].C([N+](CCCC)(CCCC)CCCC)CCC. Product: [CH2:1]([O:3][C:4]([C:6]1[C:10]([C:11]#[CH:12])=[CH:9][S:8][C:7]=1[NH2:13])=[O:5])[CH3:2]. The catalyst class is: 91. (4) Reactant: [CH:1]1([CH:4]([C:11]2[CH:16]=[CH:15][N:14]=[C:13]([CH2:17][O:18][C:19]3[CH:24]=[CH:23][C:22]([C:25]4[CH:30]=[C:29]([O:31][CH3:32])[CH:28]=[CH:27][C:26]=4[F:33])=[C:21]([CH2:34][C:35]([CH3:38])([CH3:37])[CH3:36])[N:20]=3)[CH:12]=2)[CH2:5][C:6]([O:8]CC)=[O:7])[CH2:3][CH2:2]1.[OH-].[Na+].Cl. Product: [CH:1]1([CH:4]([C:11]2[CH:16]=[CH:15][N:14]=[C:13]([CH2:17][O:18][C:19]3[CH:24]=[CH:23][C:22]([C:25]4[CH:30]=[C:29]([O:31][CH3:32])[CH:28]=[CH:27][C:26]=4[F:33])=[C:21]([CH2:34][C:35]([CH3:38])([CH3:37])[CH3:36])[N:20]=3)[CH:12]=2)[CH2:5][C:6]([OH:8])=[O:7])[CH2:2][CH2:3]1. The catalyst class is: 36. (5) Reactant: [C:1]([O:5][C:6]([N:8]1[CH2:15][CH:14]2[N:16]([C:17]([O:19][C:20]([CH3:23])([CH3:22])[CH3:21])=[O:18])[CH:10]([CH2:11][C:12]([C:27]3[S:31][C:30]([O:32][CH2:33][CH2:34][O:35][Si:36]([C:39]([CH3:42])([CH3:41])[CH3:40])([CH3:38])[CH3:37])=[N:29][CH:28]=3)=[C:13]2[C:24](O)=[O:25])[CH2:9]1)=[O:7])([CH3:4])([CH3:3])[CH3:2].C1C=CC2N(O)N=NC=2C=1.CCN=C=NCCCN(C)C.Cl.CCN(C(C)C)C(C)C.[CH:74]1([NH:77][CH2:78][C:79]2[CH:84]=[CH:83][CH:82]=[C:81]([Cl:85])[C:80]=2[Cl:86])[CH2:76][CH2:75]1. Product: [C:1]([O:5][C:6]([N:8]1[CH2:15][CH:14]2[N:16]([C:17]([O:19][C:20]([CH3:23])([CH3:22])[CH3:21])=[O:18])[CH:10]([CH2:11][C:12]([C:27]3[S:31][C:30]([O:32][CH2:33][CH2:34][O:35][Si:36]([C:39]([CH3:41])([CH3:42])[CH3:40])([CH3:38])[CH3:37])=[N:29][CH:28]=3)=[C:13]2[C:24](=[O:25])[N:77]([CH:74]2[CH2:75][CH2:76]2)[CH2:78][C:79]2[CH:84]=[CH:83][CH:82]=[C:81]([Cl:85])[C:80]=2[Cl:86])[CH2:9]1)=[O:7])([CH3:4])([CH3:3])[CH3:2]. The catalyst class is: 64.